From a dataset of Reaction yield outcomes from USPTO patents with 853,638 reactions. Predict the reaction yield, written as a fraction of the theoretical maximum amount of product (1.0 means a 100% yield; for example, 0.34 means a 34% yield). (1) The reactants are Cl[C:2]1[N:7]2[N:8]=[C:9]([CH3:11])[CH:10]=[C:6]2[N:5]=[C:4]([NH:12][C:13](=[O:24])[C:14]2[CH:19]=[CH:18][C:17]([C:20]([OH:23])([CH3:22])[CH3:21])=[CH:16][CH:15]=2)[CH:3]=1.[Cl:25][C:26]1[CH:31]=[CH:30][C:29](B(O)O)=[CH:28][C:27]=1[O:35][CH3:36].O1CCOCC1. The catalyst is CO.C1(P(C2C=CC=CC=2)[C-]2C=CC=C2)C=CC=CC=1.[C-]1(P(C2C=CC=CC=2)C2C=CC=CC=2)C=CC=C1.[Fe+2].Cl[Pd]Cl. The product is [Cl:25][C:26]1[CH:31]=[CH:30][C:29]([C:2]2[N:7]3[N:8]=[C:9]([CH3:11])[CH:10]=[C:6]3[N:5]=[C:4]([NH:12][C:13](=[O:24])[C:14]3[CH:19]=[CH:18][C:17]([C:20]([OH:23])([CH3:22])[CH3:21])=[CH:16][CH:15]=3)[CH:3]=2)=[CH:28][C:27]=1[O:35][CH3:36]. The yield is 0.400. (2) The reactants are [CH3:1][O:2][C:3]1[CH:8]=[CH:7][CH:6]=[CH:5][N:4]=1.C([O-])(=O)C.[Na+].[Br:14]Br.[OH-].[Na+]. The catalyst is C(O)(=O)C.O. The product is [Br:14][C:6]1[CH:7]=[CH:8][C:3]([O:2][CH3:1])=[N:4][CH:5]=1. The yield is 0.513.